From a dataset of Full USPTO retrosynthesis dataset with 1.9M reactions from patents (1976-2016). Predict the reactants needed to synthesize the given product. (1) Given the product [Br:1][C:2]1[CH:7]=[CH:6][C:5]([C:8](=[C:21]2[CH2:22][C:23]([CH3:26])([CH3:25])[CH2:24][C:19]([CH3:28])([CH3:18])[CH2:20]2)[C:10]2[CH:15]=[CH:14][C:13]([OH:16])=[C:12]([Cl:17])[CH:11]=2)=[CH:4][CH:3]=1, predict the reactants needed to synthesize it. The reactants are: [Br:1][C:2]1[CH:7]=[CH:6][C:5]([C:8]([C:10]2[CH:15]=[CH:14][C:13]([OH:16])=[C:12]([Cl:17])[CH:11]=2)=O)=[CH:4][CH:3]=1.[CH3:18][C:19]1([CH3:28])[CH2:24][C:23]([CH3:26])([CH3:25])[CH2:22][C:21](=O)[CH2:20]1.C([O-])([O-])=O.[K+].[K+]. (2) Given the product [CH3:1][O:2][C:3](=[O:14])[CH2:4][C:5]1[C:13]2[C:8](=[CH:9][CH:10]=[CH:11][CH:12]=2)[N:7]([CH2:17][CH3:18])[CH:6]=1, predict the reactants needed to synthesize it. The reactants are: [CH3:1][O:2][C:3](=[O:14])[CH2:4][C:5]1[C:13]2[C:8](=[CH:9][CH:10]=[CH:11][CH:12]=2)[NH:7][CH:6]=1.[H-].[Na+].[CH2:17](I)[CH3:18].Cl. (3) Given the product [C:15]([O:14][C:10]([NH:11][N:12]=[CH:6][C:5]1[CH:8]=[CH:9][C:2]([F:1])=[CH:3][CH:4]=1)=[O:13])([CH3:18])([CH3:17])[CH3:16], predict the reactants needed to synthesize it. The reactants are: [F:1][C:2]1[CH:9]=[CH:8][C:5]([CH:6]=O)=[CH:4][CH:3]=1.[C:10]([O:14][C:15]([CH3:18])([CH3:17])[CH3:16])(=[O:13])[NH:11][NH2:12]. (4) Given the product [CH:1]1([CH2:7][N:8]2[CH2:9][CH2:10][N:11]([CH2:17][CH:15]3[CH2:16][O:14]3)[CH2:12][CH2:13]2)[CH2:2][CH2:3][CH2:4][CH2:5][CH2:6]1, predict the reactants needed to synthesize it. The reactants are: [CH:1]1([CH2:7][N:8]2[CH2:13][CH2:12][NH:11][CH2:10][CH2:9]2)[CH2:6][CH2:5][CH2:4][CH2:3][CH2:2]1.[O:14]1[CH2:16][CH:15]1[CH2:17]OS(C1C=CC=C([N+]([O-])=O)C=1)(=O)=O.